Dataset: Reaction yield outcomes from USPTO patents with 853,638 reactions. Task: Predict the reaction yield, written as a fraction of the theoretical maximum amount of product (1.0 means a 100% yield; for example, 0.34 means a 34% yield). (1) The reactants are C(O)(C(F)(F)F)=O.[F:8][C:9]1[CH:43]=[C:42]([NH:44][C:45]([N:47]2[CH2:51][CH2:50][N:49]([C:52]3[CH:57]=[CH:56][CH:55]=[CH:54][CH:53]=3)[C:48]2=[S:58])=[O:46])[CH:41]=[CH:40][C:10]=1[O:11][C:12]1[CH:17]=[CH:16][N:15]=[C:14]2[CH:18]=[C:19]([C:21]3[N:26]=[CH:25][C:24]([CH2:27][N:28]([CH2:36][CH2:37][O:38][CH3:39])C(=O)OC(C)(C)C)=[CH:23][CH:22]=3)[S:20][C:13]=12. The catalyst is C(Cl)Cl. The product is [F:8][C:9]1[CH:43]=[C:42]([NH:44][C:45]([N:47]2[CH2:51][CH2:50][N:49]([C:52]3[CH:53]=[CH:54][CH:55]=[CH:56][CH:57]=3)[C:48]2=[S:58])=[O:46])[CH:41]=[CH:40][C:10]=1[O:11][C:12]1[CH:17]=[CH:16][N:15]=[C:14]2[CH:18]=[C:19]([C:21]3[CH:22]=[CH:23][C:24]([CH2:27][NH:28][CH2:36][CH2:37][O:38][CH3:39])=[CH:25][N:26]=3)[S:20][C:13]=12. The yield is 0.850. (2) The reactants are [OH:1][C:2]1[CH:3]=[C:4]([CH:8]=[CH:9][C:10]=1[O:11][CH3:12])[C:5]([OH:7])=O.[CH2:13]1[C@H:22]2[C@H:17]([CH2:18][CH2:19][C:20]3[CH:26]=[CH:25][CH:24]=[CH:23][C:21]=32)[NH:16][CH2:15][CH2:14]1.F[P-](F)(F)(F)(F)F.N1(OC(N(C)C)=[N+](C)C)C2N=CC=CC=2N=N1. No catalyst specified. The product is [CH2:13]1[C@H:22]2[C@H:17]([CH2:18][CH2:19][C:20]3[CH:26]=[CH:25][CH:24]=[CH:23][C:21]=32)[N:16]([C:5]([C:4]2[CH:8]=[CH:9][C:10]([O:11][CH3:12])=[C:2]([OH:1])[CH:3]=2)=[O:7])[CH2:15][CH2:14]1. The yield is 0.420. (3) The reactants are [C:1]([O:5][C:6]([N:8]1[CH:14]([C:15]2[NH:16][C:17]([C:20]3[CH:25]=[CH:24][C:23](Br)=[CH:22][CH:21]=3)=[CH:18][N:19]=2)[CH2:13][C:10]2([CH2:12][CH2:11]2)[CH2:9]1)=[O:7])([CH3:4])([CH3:3])[CH3:2].[C:27]([O:31][C:32]([N:34]1[CH:39]([C:40]2[NH:44][C:43]3[CH:45]=[C:46]([C:49]4[CH:54]=[CH:53][C:52](B5OC(C)(C)C(C)(C)O5)=[CH:51][CH:50]=4)[CH:47]=[CH:48][C:42]=3[N:41]=2)[CH:38]2[CH2:64][CH:35]1[CH2:36][CH2:37]2)=[O:33])([CH3:30])([CH3:29])[CH3:28].C(=O)([O-])[O-].[K+].[K+]. The catalyst is COCCOC.C(OCC)(=O)C.C1C=CC([P]([Pd]([P](C2C=CC=CC=2)(C2C=CC=CC=2)C2C=CC=CC=2)([P](C2C=CC=CC=2)(C2C=CC=CC=2)C2C=CC=CC=2)[P](C2C=CC=CC=2)(C2C=CC=CC=2)C2C=CC=CC=2)(C2C=CC=CC=2)C2C=CC=CC=2)=CC=1. The product is [C:27]([O:31][C:32]([N:34]1[CH:39]([C:40]2[NH:44][C:43]3[CH:45]=[C:46]([C:49]4[CH:54]=[CH:53][C:52]([C:23]5[CH:22]=[CH:21][C:20]([C:17]6[NH:16][C:15]([CH:14]7[CH2:13][C:10]8([CH2:11][CH2:12]8)[CH2:9][N:8]7[C:6]([O:5][C:1]([CH3:3])([CH3:2])[CH3:4])=[O:7])=[N:19][CH:18]=6)=[CH:25][CH:24]=5)=[CH:51][CH:50]=4)[CH:47]=[CH:48][C:42]=3[N:41]=2)[CH:38]2[CH2:64][CH:35]1[CH2:36][CH2:37]2)=[O:33])([CH3:30])([CH3:28])[CH3:29]. The yield is 0.260. (4) The reactants are O.ON1C2C=CC=CC=2N=N1.Cl.CN(CCCN=C=NCC)C.C(N(CC)CC)C.[CH2:31]([N:35]1[C:43]([N:44]2[CH2:49][CH2:48][NH:47][CH2:46][CH2:45]2)=[N:42][C:41]2[C:36]1=[N:37][C:38]([C:56]1[CH:57]=[N:58][C:59]([NH2:62])=[N:60][CH:61]=1)=[N:39][C:40]=2[N:50]1[CH2:55][CH2:54][O:53][CH2:52][CH2:51]1)[CH:32]([CH3:34])[CH3:33].Cl.[CH3:64][N:65]([CH3:70])[CH2:66][C:67](O)=[O:68]. The catalyst is ClCCl.CO.CN(C)C=O. The product is [CH3:64][N:65]([CH2:66][C:67]([N:47]1[CH2:48][CH2:49][N:44]([C:43]2[N:35]([CH2:31][CH:32]([CH3:34])[CH3:33])[C:36]3[C:41]([N:42]=2)=[C:40]([N:50]2[CH2:55][CH2:54][O:53][CH2:52][CH2:51]2)[N:39]=[C:38]([C:56]2[CH:61]=[N:60][C:59]([NH2:62])=[N:58][CH:57]=2)[N:37]=3)[CH2:45][CH2:46]1)=[O:68])[CH3:70]. The yield is 0.620. (5) The reactants are Cl[C:2]1[CH:7]=[C:6]([O:8][CH:9]([C:14]2[CH:19]=[CH:18][CH:17]=[CH:16][CH:15]=2)[C:10]([F:13])([F:12])[F:11])[N:5]=[CH:4][N:3]=1.B([C:23]1[CH:34]=[CH:33][C:26]([CH2:27][C@@H:28]([C:30]([OH:32])=[O:31])[NH2:29])=[CH:25][CH:24]=1)(O)O.C(#N)C.C(=O)([O-])[O-].[Na+].[Na+]. The catalyst is O. The product is [NH2:29][CH:28]([CH2:27][C:26]1[CH:33]=[CH:34][C:23]([C:2]2[CH:7]=[C:6]([O:8][CH:9]([C:14]3[CH:19]=[CH:18][CH:17]=[CH:16][CH:15]=3)[C:10]([F:13])([F:12])[F:11])[N:5]=[CH:4][N:3]=2)=[CH:24][CH:25]=1)[C:30]([OH:32])=[O:31]. The yield is 0.110. (6) The reactants are Br[C:2]1[CH:3]=[C:4]([S:9]([NH:12][C:13]2[CH:22]=[CH:21][C:16]([C:17]([O:19][CH3:20])=[O:18])=[C:15]([OH:23])[CH:14]=2)(=[O:11])=[O:10])[CH:5]=[N:6][C:7]=1[Cl:8].[F:24][C:25]1[CH:30]=[CH:29][C:28](B(O)O)=[CH:27][C:26]=1[CH3:34]. The product is [Cl:8][C:7]1[N:6]=[CH:5][C:4]([S:9]([NH:12][C:13]2[CH:22]=[CH:21][C:16]([C:17]([O:19][CH3:20])=[O:18])=[C:15]([OH:23])[CH:14]=2)(=[O:11])=[O:10])=[CH:3][C:2]=1[C:28]1[CH:29]=[CH:30][C:25]([F:24])=[C:26]([CH3:34])[CH:27]=1. The yield is 0.380. No catalyst specified. (7) The catalyst is O1CCCC1.C(OCC)(=O)C. The reactants are [Br:1][C:2]1[CH:3]=[C:4]([CH2:8][C:9]#[N:10])[CH:5]=[CH:6][CH:7]=1.[H-].[Na+].[CH3:13]I. The yield is 0.550. The product is [Br:1][C:2]1[CH:3]=[C:4]([CH:8]([CH3:13])[C:9]#[N:10])[CH:5]=[CH:6][CH:7]=1. (8) The reactants are [CH2:1](OC(Cl)=O)C(C)C.[CH2:9]([O:13][C:14](=[O:21])[C:15]([CH2:17][C:18]([OH:20])=O)=C)[CH2:10][CH2:11][CH3:12].C(N(CC)CC)C.[BH4-].[Na+].Cl. The catalyst is C1COCC1.O. The product is [CH2:9]([O:13][C:14](=[O:21])[CH2:15][C:17]([CH2:18][OH:20])=[CH2:1])[CH2:10][CH2:11][CH3:12]. The yield is 0.300.